Dataset: Full USPTO retrosynthesis dataset with 1.9M reactions from patents (1976-2016). Task: Predict the reactants needed to synthesize the given product. Given the product [OH:14][C:13]1[C:12]([NH:18][C:19](=[O:27])[C:20]2[CH:25]=[CH:24][CH:23]=[C:22]([CH3:26])[CH:21]=2)=[C:11]([OH:10])[N:7]=[C:5]([SH:6])[N:4]=1, predict the reactants needed to synthesize it. The reactants are: C[O-].[Na+].[NH2:4][C:5]([NH2:7])=[S:6].C([O:10][C:11](=O)[CH:12]([NH:18][C:19](=[O:27])[C:20]1[CH:25]=[CH:24][CH:23]=[C:22]([CH3:26])[CH:21]=1)[C:13](OCC)=[O:14])C.